The task is: Predict the reactants needed to synthesize the given product.. This data is from Full USPTO retrosynthesis dataset with 1.9M reactions from patents (1976-2016). Given the product [OH:5][C:6]1[CH:7]=[CH:8][CH:9]=[CH:10][C:11]=1[C:12]([C:3]1[CH:1]=[C:22]([C:23]([O:25][C:26]([CH3:29])([CH3:28])[CH3:27])=[O:24])[C:21]2([C:19]([O:18][C:14]([CH3:17])([CH3:16])[CH3:15])=[O:20])[N:30]([CH2:31][CH2:32][C:33]3[C:41]4[C:36](=[CH:37][CH:38]=[CH:39][CH:40]=4)[NH:35][C:34]=32)[CH:4]=1)=[O:13], predict the reactants needed to synthesize it. The reactants are: [CH:1]([C:3]1[C:12](=[O:13])[C:11]2[C:6](=[CH:7][CH:8]=[CH:9][CH:10]=2)[O:5][CH:4]=1)=O.[C:14]([O:18][C:19]([C:21]#[C:22][C:23]([O:25][C:26]([CH3:29])([CH3:28])[CH3:27])=[O:24])=[O:20])([CH3:17])([CH3:16])[CH3:15].[NH2:30][CH2:31][CH2:32][C:33]1[C:41]2[C:36](=[CH:37][CH:38]=[CH:39][CH:40]=2)[NH:35][CH:34]=1.